Dataset: Forward reaction prediction with 1.9M reactions from USPTO patents (1976-2016). Task: Predict the product of the given reaction. Given the reactants BrC1C=C2C(=CC=1)C=C([C:12]1[CH:24]=[CH:23][C:22]3[C:21]4[C:16](=[CH:17][CH:18]=[CH:19][CH:20]=4)[C:15]([CH3:26])([CH3:25])[C:14]=3[CH:13]=1)C=C2.[CH2:27]([Li])[CH2:28][CH2:29][CH3:30].[B:32](OC(C)C)([O:37]C(C)C)[O:33]C(C)C.Cl.[CH3:46][CH2:47][CH2:48][CH2:49][CH2:50][CH3:51], predict the reaction product. The product is: [CH3:26][C:15]1([CH3:25])[C:14]2[CH:13]=[C:12]([C:28]3[CH:29]=[C:30]4[C:50](=[CH:51][CH:27]=3)[CH:49]=[C:48]([B:32]([OH:37])[OH:33])[CH:47]=[CH:46]4)[CH:24]=[CH:23][C:22]=2[C:21]2[C:16]1=[CH:17][CH:18]=[CH:19][CH:20]=2.